The task is: Predict the product of the given reaction.. This data is from Forward reaction prediction with 1.9M reactions from USPTO patents (1976-2016). (1) The product is: [C:1]([CH2:3][C:4]([NH:13][C:14]1[CH:19]=[CH:18][CH:17]=[CH:16][CH:15]=1)=[O:6])#[N:2]. Given the reactants [C:1]([CH2:3][C:4]([OH:6])=O)#[N:2].P(Cl)(Cl)(Cl)(Cl)Cl.[NH2:13][C:14]1[CH:19]=[CH:18][CH:17]=[CH:16][CH:15]=1.C([O-])([O-])=O.[Na+].[Na+], predict the reaction product. (2) The product is: [CH:1]([C:3]1[CH:4]=[C:5]([CH:9]=[CH:10][CH:11]=1)[C:6]([NH:37][CH2:38][C:39]([O:40][CH2:41][CH3:42])=[O:19])=[O:8])=[O:2]. Given the reactants [CH:1]([C:3]1[CH:4]=[C:5]([CH:9]=[CH:10][CH:11]=1)[C:6]([OH:8])=O)=[O:2].CN(C([O:19]N1N=NC2C=CC=NC1=2)=[N+](C)C)C.F[P-](F)(F)(F)(F)F.C[N:37]1[CH2:42][CH2:41][O:40][CH2:39][CH2:38]1, predict the reaction product. (3) Given the reactants [C:1]([O:5][C:6]([N:8]1[C:16]2[C:11](=[C:12]([CH3:19])[C:13]([O:17]C)=[CH:14][CH:15]=2)[CH2:10][CH2:9]1)=[O:7])([CH3:4])([CH3:3])[CH3:2].C(=O)([O-])O.[Na+].O.CC(OC(OC(OC(C)(C)C)=O)=O)(C)C, predict the reaction product. The product is: [C:1]([O:5][C:6]([N:8]1[C:16]2[C:11](=[C:12]([CH3:19])[C:13]([OH:17])=[CH:14][CH:15]=2)[CH2:10][CH2:9]1)=[O:7])([CH3:4])([CH3:3])[CH3:2]. (4) Given the reactants Br[C:2]1[CH:3]=[N:4][C:5]2[CH2:6][CH2:7][N:8]([C:12]([C:14]3[CH:19]=[CH:18][C:17]([F:20])=[CH:16][CH:15]=3)=[O:13])[CH2:9][C:10]=2[CH:11]=1.[CH2:21]([Sn](CCCC)(CCCC)C=C)[CH2:22]CC, predict the reaction product. The product is: [F:20][C:17]1[CH:18]=[CH:19][C:14]([C:12]([N:8]2[CH2:7][CH2:6][C:5]3[N:4]=[CH:3][C:2]([CH:21]=[CH2:22])=[CH:11][C:10]=3[CH2:9]2)=[O:13])=[CH:15][CH:16]=1. (5) Given the reactants [F:1][C:2]([F:16])([F:15])[C:3]([NH:5][C:6]1[CH:11]=[CH:10][C:9]([CH2:12][OH:13])=[CH:8][C:7]=1[I:14])=[O:4], predict the reaction product. The product is: [F:16][C:2]([F:1])([F:15])[C:3]([NH:5][C:6]1[CH:11]=[CH:10][C:9]([CH:12]=[O:13])=[CH:8][C:7]=1[I:14])=[O:4]. (6) The product is: [Cl:34][C:29]1[CH:30]=[CH:31][CH:32]=[CH:33][C:28]=1[N:27]1[C:6](/[CH:7]=[CH:8]/[C:3]2[O:10][C:9]([C:7]3[CH:6]=[CH:5][N:4]=[C:3]([O:2][CH3:1])[CH:8]=3)=[N:11][N:4]=2)=[N:24][N:25]=[C:26]1[C:35]1[CH:40]=[CH:39][C:38]([O:41][CH2:42][CH3:43])=[CH:37][N:36]=1. Given the reactants [CH3:1][O:2][C:3]1[CH:8]=[C:7]([C:9]([NH:11]C(=O)/C=C\C(O)=O)=[O:10])[CH:6]=[CH:5][N:4]=1.O=P(Cl)(Cl)Cl.[NH2:24][NH:25][C:26]([C:35]1[CH:40]=[CH:39][C:38]([O:41][CH2:42][CH3:43])=[CH:37][N:36]=1)=[N:27][C:28]1[CH:33]=[CH:32][CH:31]=[CH:30][C:29]=1[Cl:34], predict the reaction product. (7) Given the reactants [C:1]([C:3]1[CH:10]=[CH:9][C:6]([CH2:7]O)=[CH:5][CH:4]=1)#[N:2].CC(OI1(OC(C)=O)(OC(C)=O)OC(=O)C2C=CC=CC1=2)=O.[NH2:33][C:34]1[CH:39]=[CH:38][C:37]([C:40]2[C:41]([NH2:49])=[N:42][C:43]([NH2:48])=[N:44][C:45]=2[CH2:46][CH3:47])=[CH:36][CH:35]=1.S(NN)(C1C=CC(C)=CC=1)(=O)=O.C(=O)([O-])[O-], predict the reaction product. The product is: [NH2:48][C:43]1[N:42]=[C:41]([NH2:49])[C:40]([C:37]2[CH:36]=[CH:35][C:34]([NH:33][CH2:7][C:6]3[CH:9]=[CH:10][C:3]([C:1]#[N:2])=[CH:4][CH:5]=3)=[CH:39][CH:38]=2)=[C:45]([CH2:46][CH3:47])[N:44]=1. (8) Given the reactants C[O:2][C:3]([C:5]1[CH:10]=[C:9]([O:11][CH3:12])[C:8]([C:13]2[CH:18]=[CH:17][CH:16]=[CH:15][CH:14]=2)=[C:7]([O:19][CH3:20])[CH:6]=1)=[O:4].[OH-].[Na+], predict the reaction product. The product is: [CH3:20][O:19][C:7]1[CH:6]=[C:5]([C:3]([OH:4])=[O:2])[CH:10]=[C:9]([O:11][CH3:12])[C:8]=1[C:13]1[CH:18]=[CH:17][CH:16]=[CH:15][CH:14]=1. (9) Given the reactants O[C:2]([C:5]1[CH:10]=[C:9]([O:11][CH3:12])[C:8]([N:13]2[CH2:18][CH2:17][NH:16][CH2:15][CH2:14]2)=[CH:7][C:6]=1[OH:19])([CH3:4])[CH3:3].FC(F)(F)C(O)=O.C([SiH](CC)CC)C, predict the reaction product. The product is: [CH:2]([C:5]1[CH:10]=[C:9]([O:11][CH3:12])[C:8]([N:13]2[CH2:14][CH2:15][NH:16][CH2:17][CH2:18]2)=[CH:7][C:6]=1[OH:19])([CH3:4])[CH3:3].